This data is from Catalyst prediction with 721,799 reactions and 888 catalyst types from USPTO. The task is: Predict which catalyst facilitates the given reaction. (1) Reactant: Cl[C:2]1[CH:28]=[CH:27][C:5]([C:6]([NH:8][C:9]2[CH:14]=[CH:13][C:12]([O:15][CH3:16])=[C:11]([NH:17][C:18](=[O:26])[CH2:19][N:20]3[CH2:25][CH2:24][O:23][CH2:22][CH2:21]3)[CH:10]=2)=[O:7])=[CH:4][N:3]=1.[F:29][C:30]1[CH:35]=[CH:34][CH:33]=[CH:32][C:31]=1B(O)O.C(=O)([O-])[O-].[K+].[K+]. Product: [F:29][C:30]1[CH:35]=[CH:34][CH:33]=[CH:32][C:31]=1[C:2]1[CH:28]=[CH:27][C:5]([C:6]([NH:8][C:9]2[CH:14]=[CH:13][C:12]([O:15][CH3:16])=[C:11]([NH:17][C:18](=[O:26])[CH2:19][N:20]3[CH2:25][CH2:24][O:23][CH2:22][CH2:21]3)[CH:10]=2)=[O:7])=[CH:4][N:3]=1. The catalyst class is: 149. (2) Reactant: [N:1](OC(C)(C)C)=[O:2].Cl.[CH3:9][O:10][N:11]=[C:12]1[C:16]2[CH:17]=[CH:18][CH:19]=[CH:20][C:15]=2[O:14][CH2:13]1. Product: [CH3:9][O:10][N:11]=[C:12]1[C:16]2[CH:17]=[CH:18][CH:19]=[CH:20][C:15]=2[O:14][C:13]1=[N:1][OH:2]. The catalyst class is: 13. (3) Reactant: [Cl:1][C:2]1[CH:3]=[C:4]([CH:9]2[C:18]3[C:13](=[CH:14][CH:15]=[CH:16][CH:17]=3)[C:12]([CH:19]([CH3:21])[CH3:20])=[CH:11][CH2:10]2)[CH:5]=[CH:6][C:7]=1[Cl:8]. Product: [Cl:1][C:2]1[CH:3]=[C:4]([CH:9]2[C:18]3[C:13](=[CH:14][CH:15]=[CH:16][CH:17]=3)[CH:12]([CH:19]([CH3:21])[CH3:20])[CH2:11][CH2:10]2)[CH:5]=[CH:6][C:7]=1[Cl:8]. The catalyst class is: 8.